This data is from Reaction yield outcomes from USPTO patents with 853,638 reactions. The task is: Predict the reaction yield, written as a fraction of the theoretical maximum amount of product (1.0 means a 100% yield; for example, 0.34 means a 34% yield). (1) The reactants are [OH:1][C@@:2]([C:27]1[O:28][C:29]([CH3:32])=[CH:30][N:31]=1)([CH3:26])[C:3]#[C:4][C:5]1[CH:6]=[C:7]([C:11]2[N:12]=[C:13]([C:21]([O:23]CC)=O)[C:14]3[CH:19]=[CH:18][N:17]([CH3:20])[C:15]=3[N:16]=2)[CH:8]=[CH:9][CH:10]=1.[NH3:33]. No catalyst specified. The product is [OH:1][C@@:2]([C:27]1[O:28][C:29]([CH3:32])=[CH:30][N:31]=1)([CH3:26])[C:3]#[C:4][C:5]1[CH:6]=[C:7]([C:11]2[N:12]=[C:13]([C:21]([NH2:33])=[O:23])[C:14]3[CH:19]=[CH:18][N:17]([CH3:20])[C:15]=3[N:16]=2)[CH:8]=[CH:9][CH:10]=1. The yield is 0.310. (2) The reactants are [NH:1]1[CH2:6][CH2:5][NH:4][CH2:3][C:2]1=[O:7].CCN(CC)CC.[CH3:15][C:16]([O:19][C:20](O[C:20]([O:19][C:16]([CH3:18])([CH3:17])[CH3:15])=[O:21])=[O:21])([CH3:18])[CH3:17]. The catalyst is C(Cl)Cl. The product is [O:7]=[C:2]1[NH:1][CH2:6][CH2:5][N:4]([C:20]([O:19][C:16]([CH3:18])([CH3:17])[CH3:15])=[O:21])[CH2:3]1. The yield is 0.975. (3) The reactants are [CH3:1][O:2][C:3]1[CH:4]=[C:5]([N:12]2[CH2:17][CH2:16][CH:15]([N:18]3[CH2:23][CH2:22][P:21](=[O:25])([CH3:24])[CH2:20][CH2:19]3)[CH2:14][CH2:13]2)[CH:6]=[CH:7][C:8]=1[N+:9]([O-])=O. The catalyst is [Pd].C(O)C. The product is [CH3:1][O:2][C:3]1[CH:4]=[C:5]([N:12]2[CH2:17][CH2:16][CH:15]([N:18]3[CH2:19][CH2:20][P:21]([CH3:24])(=[O:25])[CH2:22][CH2:23]3)[CH2:14][CH2:13]2)[CH:6]=[CH:7][C:8]=1[NH2:9]. The yield is 0.980.